From a dataset of Plasma protein binding rate (PPBR) regression data from AstraZeneca. Regression/Classification. Given a drug SMILES string, predict its absorption, distribution, metabolism, or excretion properties. Task type varies by dataset: regression for continuous measurements (e.g., permeability, clearance, half-life) or binary classification for categorical outcomes (e.g., BBB penetration, CYP inhibition). For this dataset (ppbr_az), we predict Y. (1) The drug is C=CC(=O)Nc1cccc(CN2C(=O)N(c3c(Cl)c(OC)cc(OC)c3Cl)Cc3cnc(NCCCCN(CC)CC)nc32)c1. The Y is 98.0 %. (2) The molecule is CC(=O)Nc1cccc(Nc2nc(NC3CC3)n3ncc(C#N)c3n2)c1. The Y is 89.3 %. (3) The drug is Oc1ncnc2scc(-c3ccccc3)c12. The Y is 86.3 %. (4) The compound is Cc1cc(Nc2nc(N[C@@H](C)c3ncc(F)cn3)nc(N3CCOCC3)c2Cl)n[nH]1. The Y is 77.2 %. (5) The molecule is Cc1cnc(-c2cc(NC(=O)c3ccc(C(F)(F)F)nc3C)ccc2Cl)[nH]1. The Y is 96.1 %. (6) The molecule is NC(=O)c1c(OC2CCN(C[C@H](O)CNC(=O)c3c[nH]c(=O)c4ccccc34)CC2)ccc(Cl)c1Cl. The Y is 78.8 %. (7) The compound is CN(C)CCCN1c2ccccc2CCc2ccccc21. The Y is 87.9 %.